Dataset: Peptide-MHC class II binding affinity with 134,281 pairs from IEDB. Task: Regression. Given a peptide amino acid sequence and an MHC pseudo amino acid sequence, predict their binding affinity value. This is MHC class II binding data. (1) The peptide sequence is NFRFMSKGGMRNVFDEVIPT. The MHC is DRB1_1101 with pseudo-sequence DRB1_1101. The binding affinity (normalized) is 0.720. (2) The peptide sequence is GFTRRFKFLLNISYL. The MHC is H-2-IAb with pseudo-sequence H-2-IAb. The binding affinity (normalized) is 0.332. (3) The peptide sequence is AASLRKAGKSVVVLNK. The MHC is HLA-DQA10201-DQB10301 with pseudo-sequence HLA-DQA10201-DQB10301. The binding affinity (normalized) is 0.584. (4) The peptide sequence is SQDSELSWNLNGLQAY. The MHC is DRB1_1302 with pseudo-sequence DRB1_1302. The binding affinity (normalized) is 0.534.